From a dataset of Forward reaction prediction with 1.9M reactions from USPTO patents (1976-2016). Predict the product of the given reaction. Given the reactants [F:1][C:2]1[CH:3]=[C:4]([CH:9]=[C:10]([F:14])[C:11]=1[CH:12]=[O:13])[O:5][CH2:6][C:7]#[N:8].[BH4-].[Na+], predict the reaction product. The product is: [F:1][C:2]1[CH:3]=[C:4]([CH:9]=[C:10]([F:14])[C:11]=1[CH2:12][OH:13])[O:5][CH2:6][C:7]#[N:8].